This data is from Full USPTO retrosynthesis dataset with 1.9M reactions from patents (1976-2016). The task is: Predict the reactants needed to synthesize the given product. (1) Given the product [Br:20][C:17]1[CH:18]=[CH:19][C:14]([NH:13][C:6]2[N:7]([CH3:12])[C:8](=[O:11])[CH:9]=[CH:10][C:5]=2[C:3]([OH:4])=[O:2])=[C:15]([F:21])[CH:16]=1, predict the reactants needed to synthesize it. The reactants are: C[O:2][C:3]([C:5]1[CH:10]=[CH:9][C:8](=[O:11])[N:7]([CH3:12])[C:6]=1[NH:13][C:14]1[CH:19]=[CH:18][C:17]([Br:20])=[CH:16][C:15]=1[F:21])=[O:4].BrC1C=CC(N)=C(F)C=1.C[Si]([N-][Si](C)(C)C)(C)C.[Li+].COC(C1C=CC(=O)N(C)C=1Cl)=O. (2) Given the product [NH:23]([C:30]1[CH:35]=[C:34]([NH:36][C:37](=[O:41])[NH:38][CH2:39][CH3:40])[N:33]=[CH:32][C:31]=1[C:42]([NH:44][C:45]1[CH:46]=[CH:47][C:48]([I:51])=[CH:49][CH:50]=1)=[O:43])[C:24]1[CH:29]=[CH:28][CH:27]=[CH:26][CH:25]=1.[CH2:39]([NH:38][C:37]([NH:36][C:34]1[N:33]=[CH:32][C:31]([C:42]([NH:44][C:45]2[CH:46]=[CH:47][C:48]([C:8]#[C:9][CH2:20][OH:21])=[CH:49][CH:50]=2)=[O:43])=[C:30]([NH:23][C:24]2[CH:29]=[CH:28][CH:27]=[CH:26][CH:25]=2)[CH:35]=1)=[O:41])[CH3:40], predict the reactants needed to synthesize it. The reactants are: N([C:8]1C=C(NC(=O)NCC)N=C[C:9]=1[C:20](O)=[O:21])C1C=CC=CC=1.[NH:23]([C:30]1[CH:35]=[C:34]([NH:36][C:37](=[O:41])[NH:38][CH2:39][CH3:40])[N:33]=[CH:32][C:31]=1[C:42]([NH:44][C:45]1[CH:50]=[CH:49][C:48]([I:51])=[CH:47][CH:46]=1)=[O:43])[C:24]1[CH:29]=[CH:28][CH:27]=[CH:26][CH:25]=1.C(N(CC)CC)C.C(O)C#C. (3) Given the product [Cl:10][C:7]1[CH:8]=[CH:9][C:4]([CH2:3][CH2:2][S:11]([O-:14])(=[O:13])=[O:12])=[CH:5][CH:6]=1.[Na+:15], predict the reactants needed to synthesize it. The reactants are: Br[CH2:2][CH2:3][C:4]1[CH:9]=[CH:8][C:7]([Cl:10])=[CH:6][CH:5]=1.[S:11]([O-:14])([O-:13])=[O:12].[Na+:15].[Na+].